This data is from Forward reaction prediction with 1.9M reactions from USPTO patents (1976-2016). The task is: Predict the product of the given reaction. (1) Given the reactants [C:1]([CH:3]([CH:7]1[C:11]([Cl:12])=[C:10](Cl)C(=O)O1)[C:4]([NH2:6])=[O:5])#[N:2].Cl.[F:16][C:17]1[CH:18]=[C:19]([CH:23]([NH2:25])[CH3:24])[CH:20]=[CH:21][CH:22]=1.C(N(CC)CC)C, predict the reaction product. The product is: [ClH:12].[Cl:12][C:11]1[CH:7]=[C:3]([C:4]([NH2:6])=[O:5])[C:1](=[NH:2])[N:25]([CH:23]([C:19]2[CH:20]=[CH:21][CH:22]=[C:17]([F:16])[CH:18]=2)[CH3:24])[CH:10]=1. (2) Given the reactants [N+:1]([C:4]1[CH:5]=[N:6][CH:7]=[CH:8][C:9]=1[N:10]1[CH2:14][CH2:13][C@@H:12]([NH:15][C:16](=[O:22])[O:17][C:18]([CH3:21])([CH3:20])[CH3:19])[CH2:11]1)([O-])=O.[NH4+].[Cl-].CCO, predict the reaction product. The product is: [NH2:1][C:4]1[CH:5]=[N:6][CH:7]=[CH:8][C:9]=1[N:10]1[CH2:14][CH2:13][C@@H:12]([NH:15][C:16](=[O:22])[O:17][C:18]([CH3:20])([CH3:19])[CH3:21])[CH2:11]1. (3) Given the reactants [CH2:1]([O:3][C:4](=[O:12])[CH:5]=[C:6]([NH2:11])[C:7]([F:10])([F:9])[F:8])[CH3:2].[C:13](Cl)(=[O:16])[CH:14]=[CH2:15].Cl, predict the reaction product. The product is: [CH2:1]([O:3][C:4]([C:5]1[CH2:15][CH2:14][C:13](=[O:16])[NH:11][C:6]=1[C:7]([F:10])([F:8])[F:9])=[O:12])[CH3:2]. (4) Given the reactants [CH3:1][C:2]1[N:3]([C:7]2[CH:12]=[CH:11][C:10]([C:13](=[O:26])[CH2:14][N:15]3C(=O)C4C(=CC=CC=4)C3=O)=[CH:9][CH:8]=2)[CH:4]=[CH:5][N:6]=1.[ClH:27], predict the reaction product. The product is: [ClH:27].[ClH:27].[NH2:15][CH2:14][C:13]([C:10]1[CH:9]=[CH:8][C:7]([N:3]2[CH:4]=[CH:5][N:6]=[C:2]2[CH3:1])=[CH:12][CH:11]=1)=[O:26]. (5) Given the reactants [Br:1][C:2]1[CH:34]=[C:33]([C:35]([NH:37][CH3:38])=[O:36])[C:32]([O:39][CH2:40][CH3:41])=[CH:31][C:3]=1[CH2:4][N:5]([CH2:13][C:14]([C:16]1[CH:21]=[C:20]([C:22]([CH3:25])([CH3:24])[CH3:23])[C:19]([OH:26])=[C:18]([C:27]([CH3:30])([CH3:29])[CH3:28])[CH:17]=1)=[O:15])C(=O)OC(C)(C)C.[C-]#N.[Na+].C(OCC)(=O)C.O, predict the reaction product. The product is: [CH3:38][NH:37][C:35](=[O:36])[C:33]1[CH:34]=[C:2]([Br:1])[C:3]([CH2:4][NH:5][CH2:13][C:14]([C:16]2[CH:17]=[C:18]([C:27]([CH3:30])([CH3:29])[CH3:28])[C:19]([OH:26])=[C:20]([C:22]([CH3:25])([CH3:24])[CH3:23])[CH:21]=2)=[O:15])=[CH:31][C:32]=1[O:39][CH2:40][CH3:41]. (6) Given the reactants [CH3:1][O:2][C:3]1[CH:4]=[C:5]([CH:32]=[CH:33][C:34]=1[O:35][CH3:36])[CH2:6][CH:7]1[C:13]2[CH:14]=[C:15]([O:20][CH3:21])[C:16]([O:18][CH3:19])=[CH:17][C:12]=2[CH2:11][CH2:10][CH2:9][N:8]1[CH:22]([C:26]1[CH:31]=[CH:30][CH:29]=[CH:28][CH:27]=1)[C:23](O)=[O:24].[CH3:37][O:38][C:39](=[O:43])[CH2:40][CH2:41][NH2:42], predict the reaction product. The product is: [CH3:37][O:38][C:39](=[O:43])[CH2:40][CH2:41][NH:42][C:23](=[O:24])[CH:22]([N:8]1[CH2:9][CH2:10][CH2:11][C:12]2[CH:17]=[C:16]([O:18][CH3:19])[C:15]([O:20][CH3:21])=[CH:14][C:13]=2[CH:7]1[CH2:6][C:5]1[CH:32]=[CH:33][C:34]([O:35][CH3:36])=[C:3]([O:2][CH3:1])[CH:4]=1)[C:26]1[CH:31]=[CH:30][CH:29]=[CH:28][CH:27]=1. (7) The product is: [NH2:1][C:2]1[N:6]([CH3:7])[C:5](=[O:8])[C:4]([C:9]2[CH:14]=[CH:13][C:12]([O:15][CH:16]([F:18])[F:17])=[CH:11][CH:10]=2)([C:19]2[CH:24]=[CH:23][CH:22]=[C:21]([C:50]#[C:49][CH2:48][CH2:47][CH2:46][OH:51])[CH:20]=2)[N:3]=1. Given the reactants [NH2:1][C:2]1[N:6]([CH3:7])[C:5](=[O:8])[C:4]([C:19]2[CH:24]=[CH:23][CH:22]=[C:21](Br)[CH:20]=2)([C:9]2[CH:14]=[CH:13][C:12]([O:15][CH:16]([F:18])[F:17])=[CH:11][CH:10]=2)[N:3]=1.C(P(C(C)(C)C)C(C)(C)C)(C)(C)C.C(NC(C)C)(C)C.[CH2:46]([OH:51])[CH2:47][CH2:48][C:49]#[CH:50], predict the reaction product.